From a dataset of Catalyst prediction with 721,799 reactions and 888 catalyst types from USPTO. Predict which catalyst facilitates the given reaction. (1) Reactant: [H-].[Na+].[OH:3][C:4]1[C:13]2[C:8](=[CH:9][CH:10]=[CH:11][CH:12]=2)[C:7]([CH:14]=[O:15])=[CH:6][CH:5]=1.Br[CH2:17][C:18]#[C:19][CH2:20][CH3:21].Cl. Product: [CH2:17]([O:3][C:4]1[C:13]2[C:8](=[CH:9][CH:10]=[CH:11][CH:12]=2)[C:7]([CH:14]=[O:15])=[CH:6][CH:5]=1)[C:18]#[C:19][CH2:20][CH3:21]. The catalyst class is: 9. (2) Reactant: [Br:1][C:2]1[C:3]([CH3:11])=[C:4]([CH:8]=[CH:9][CH:10]=1)[C:5]([NH2:7])=O.S(C)C.CO.Cl. Product: [Br:1][C:2]1[C:3]([CH3:11])=[C:4]([CH2:5][NH2:7])[CH:8]=[CH:9][CH:10]=1. The catalyst class is: 1. (3) Reactant: [Si]([O:8][CH2:9][C:10]1[CH:15]=[CH:14][C:13]([CH:16]([NH:28][C:29]2[CH:34]=[CH:33][CH:32]=[C:31]([O:35][CH3:36])[CH:30]=2)[C:17]([C:19]2[C:27]3[C:22](=[CH:23][CH:24]=[CH:25][CH:26]=3)[NH:21][CH:20]=2)=[O:18])=[CH:12][CH:11]=1)(C(C)(C)C)(C)C.[F-].[Cs+]. Product: [OH:8][CH2:9][C:10]1[CH:15]=[CH:14][C:13]([CH:16]([NH:28][C:29]2[CH:34]=[CH:33][CH:32]=[C:31]([O:35][CH3:36])[CH:30]=2)[C:17]([C:19]2[C:27]3[C:22](=[CH:23][CH:24]=[CH:25][CH:26]=3)[NH:21][CH:20]=2)=[O:18])=[CH:12][CH:11]=1. The catalyst class is: 3. (4) Reactant: [CH3:1][O:2][C:3]1[CH:4]=[C:5]2[C:9](=[CH:10][CH:11]=1)[NH:8][C:7](=[O:12])[CH2:6]2.[CH3:13][N:14]([CH3:39])[C:15]([CH2:17][CH2:18][C:19]1[C:20]([S:27]([C:30]2[CH:38]=[CH:37][CH:36]=[CH:35][C:31]=2[C:32]([OH:34])=[O:33])(=[O:29])=[O:28])=[C:21]([CH3:26])[NH:22][C:23]=1[CH:24]=O)=[O:16].N1CCCCC1. Product: [CH3:39][N:14]([CH3:13])[C:15]([CH2:17][CH2:18][C:19]1[C:20]([S:27]([C:30]2[CH:38]=[CH:37][CH:36]=[CH:35][C:31]=2[C:32]([OH:34])=[O:33])(=[O:29])=[O:28])=[C:21]([CH3:26])[NH:22][C:23]=1/[CH:24]=[C:6]1\[C:7](=[O:12])[NH:8][C:9]2[C:5]\1=[CH:4][C:3]([O:2][CH3:1])=[CH:11][CH:10]=2)=[O:16]. The catalyst class is: 8. (5) Reactant: FC(F)(F)S(O[C@H:7]1[C@H:12]([NH:13][C:14]([O:16][C:17]([CH3:20])([CH3:19])[CH3:18])=[O:15])[CH2:11][CH2:10][CH2:9][C:8]1([F:22])[F:21])(=O)=O.[N-:25]=[N+:26]=[N-:27].[Na+]. Product: [C:17]([O:16][C:14](=[O:15])[NH:13][C@@H:12]1[CH2:11][CH2:10][CH2:9][C:8]([F:22])([F:21])[C@@H:7]1[N:25]=[N+:26]=[N-:27])([CH3:20])([CH3:19])[CH3:18]. The catalyst class is: 3. (6) Reactant: [CH2:1]([C:3]1[CH:12]=[C:11]2[C:6]([C:7](=[O:26])[C:8]([OH:25])=[C:9]([C:13]3[CH:18]=[C:17]([O:19]C)[C:16]([O:21]C)=[C:15]([O:23]C)[CH:14]=3)[O:10]2)=[CH:5][CH:4]=1)[CH3:2].B(Br)(Br)Br.CO.O. Product: [CH2:1]([C:3]1[CH:12]=[C:11]2[C:6]([C:7](=[O:26])[C:8]([OH:25])=[C:9]([C:13]3[CH:14]=[C:15]([OH:23])[C:16]([OH:21])=[C:17]([OH:19])[CH:18]=3)[O:10]2)=[CH:5][CH:4]=1)[CH3:2]. The catalyst class is: 4. (7) Reactant: CCN(CC)CC.[C:8]([O:12][C:13]([NH:15][C:16](=[N:22][C:23](=[O:29])[O:24][C:25]([CH3:28])([CH3:27])[CH3:26])N1C=CC=N1)=[O:14])([CH3:11])([CH3:10])[CH3:9].[NH2:30][CH2:31][C:32]1([C:35]2[O:39][C:38]([CH:40]3[CH2:46][CH2:45][C@@H:44]4[CH2:47][N:41]3[C:42](=[O:56])[N:43]4[O:48][CH2:49][C:50]3[CH:55]=[CH:54][CH:53]=[CH:52][CH:51]=3)=[N:37][N:36]=2)[CH2:34][CH2:33]1. Product: [C:25]([O:24][C:23]([N:22]=[C:16]([NH:15][C:13]([O:12][C:8]([CH3:11])([CH3:10])[CH3:9])=[O:14])[NH:30][CH2:31][C:32]1([C:35]2[O:39][C:38]([CH:40]3[CH2:46][CH2:45][C@@H:44]4[CH2:47][N:41]3[C:42](=[O:56])[N:43]4[O:48][CH2:49][C:50]3[CH:55]=[CH:54][CH:53]=[CH:52][CH:51]=3)=[N:37][N:36]=2)[CH2:33][CH2:34]1)=[O:29])([CH3:28])([CH3:27])[CH3:26]. The catalyst class is: 5. (8) The catalyst class is: 2. Reactant: [F:1][C:2]1[CH:7]=[CH:6][C:5]([N:8]2[C:11](=[O:12])[C@H:10]([S:13][CH2:14][CH:15]([C:17]3[CH:22]=[CH:21][C:20]([F:23])=[CH:19][CH:18]=3)[OH:16])[C@H:9]2[C:24]2[CH:39]=[CH:38][C:27]([O:28][CH2:29][C:30]([NH:32][C@@H:33]([C:35](O)=[O:36])[CH3:34])=[O:31])=[CH:26][CH:25]=2)=[CH:4][CH:3]=1.Cl.[NH2:41][C@@H:42]([C:50]([O:52]C(C)(C)C)=[O:51])[CH2:43][C:44]1[CH:49]=[CH:48][CH:47]=[CH:46][CH:45]=1.CN1CCOCC1.CN(C(ON1N=NC2C=CC=CC1=2)=[N+](C)C)C.[B-](F)(F)(F)F. Product: [F:1][C:2]1[CH:3]=[CH:4][C:5]([N:8]2[C:11](=[O:12])[C@H:10]([S:13][CH2:14][CH:15]([C:17]3[CH:18]=[CH:19][C:20]([F:23])=[CH:21][CH:22]=3)[OH:16])[C@H:9]2[C:24]2[CH:25]=[CH:26][C:27]([O:28][CH2:29][C:30]([NH:32][C@@H:33]([C:35]([NH:41][C@@H:42]([C:50]([OH:52])=[O:51])[CH2:43][C:44]3[CH:45]=[CH:46][CH:47]=[CH:48][CH:49]=3)=[O:36])[CH3:34])=[O:31])=[CH:38][CH:39]=2)=[CH:6][CH:7]=1. (9) Reactant: Br[C:2]1[C:3]([NH:9][CH:10]2[CH2:16][CH2:15][CH2:14][CH2:13][CH2:12][CH2:11]2)=[N:4][C:5]([Cl:8])=[N:6][CH:7]=1.[CH2:17]([OH:20])[C:18]#[CH:19].[F-].C([N+](CCCC)(CCCC)CCCC)CCC. Product: [Cl:8][C:5]1[N:4]=[C:3]([NH:9][CH:10]2[CH2:16][CH2:15][CH2:14][CH2:13][CH2:12][CH2:11]2)[C:2]([C:19]#[C:18][CH2:17][OH:20])=[CH:7][N:6]=1. The catalyst class is: 516.